This data is from Catalyst prediction with 721,799 reactions and 888 catalyst types from USPTO. The task is: Predict which catalyst facilitates the given reaction. Product: [CH:35]1([CH2:41][CH2:42][NH:34][C:29]2[CH:30]=[CH:31][CH:32]=[CH:33][C:28]=2[C:14](=[C:11]2[CH2:12][CH2:13][NH:8][CH2:9][CH2:10]2)[C:15]2[CH:20]=[CH:19][C:18]([C:21]([N:23]([CH2:24][CH3:25])[CH2:26][CH3:27])=[O:22])=[CH:17][CH:16]=2)[CH2:40][CH2:39][CH2:38][CH2:37][CH2:36]1. Reactant: CC(OC([N:8]1[CH2:13][CH2:12][C:11](=[C:14]([C:28]2[CH:33]=[CH:32][CH:31]=[CH:30][C:29]=2[NH2:34])[C:15]2[CH:20]=[CH:19][C:18]([C:21]([N:23]([CH2:26][CH3:27])[CH2:24][CH3:25])=[O:22])=[CH:17][CH:16]=2)[CH2:10][CH2:9]1)=O)(C)C.[CH:35]1([CH2:41][CH:42]=O)[CH2:40][CH2:39][CH2:38][CH2:37][CH2:36]1.C(O)(=O)C.[BH-](OC(C)=O)(OC(C)=O)OC(C)=O.[Na+].FC(F)(F)C(O)=O. The catalyst class is: 279.